The task is: Predict which catalyst facilitates the given reaction.. This data is from Catalyst prediction with 721,799 reactions and 888 catalyst types from USPTO. (1) The catalyst class is: 22. Product: [C:18]1([C:17]#[C:16][CH2:15][C:2]2([OH:1])[CH2:7][CH2:6][NH:5][CH2:4][CH2:3]2)[CH:19]=[CH:20][CH:21]=[CH:22][CH:23]=1. Reactant: [OH:1][C:2]1([CH2:15][C:16]#[C:17][C:18]2[CH:23]=[CH:22][CH:21]=[CH:20][CH:19]=2)[CH2:7][CH2:6][N:5](C(OC(C)(C)C)=O)[CH2:4][CH2:3]1.FC(F)(F)C(O)=O.O.[OH-].[Na+]. (2) Reactant: [CH2:1]([N:8]([C@H:16]1[C@@H:20]([C:21]2[CH:26]=[CH:25][CH:24]=[CH:23][CH:22]=2)[C:19](=O)[N:18]([CH2:28][C:29]2[CH:34]=[CH:33][CH:32]=[CH:31][CH:30]=2)[C:17]1=O)[C:9](=[O:15])[O:10][C:11]([CH3:14])([CH3:13])[CH3:12])[C:2]1[CH:7]=[CH:6][CH:5]=[CH:4][CH:3]=1.B.CO. Product: [CH2:1]([N:8]([C@H:16]1[C@@H:20]([C:21]2[CH:22]=[CH:23][CH:24]=[CH:25][CH:26]=2)[CH2:19][N:18]([CH2:28][C:29]2[CH:30]=[CH:31][CH:32]=[CH:33][CH:34]=2)[CH2:17]1)[C:9](=[O:15])[O:10][C:11]([CH3:14])([CH3:13])[CH3:12])[C:2]1[CH:7]=[CH:6][CH:5]=[CH:4][CH:3]=1. The catalyst class is: 7.